Dataset: NCI-60 drug combinations with 297,098 pairs across 59 cell lines. Task: Regression. Given two drug SMILES strings and cell line genomic features, predict the synergy score measuring deviation from expected non-interaction effect. (1) Drug 1: C1=CN(C=N1)CC(O)(P(=O)(O)O)P(=O)(O)O. Drug 2: CC(C)CN1C=NC2=C1C3=CC=CC=C3N=C2N. Cell line: NCIH23. Synergy scores: CSS=1.83, Synergy_ZIP=7.77, Synergy_Bliss=2.12, Synergy_Loewe=-0.610, Synergy_HSA=-1.55. (2) Drug 1: CC(CN1CC(=O)NC(=O)C1)N2CC(=O)NC(=O)C2. Drug 2: C1=NC2=C(N1)C(=S)N=C(N2)N. Cell line: MOLT-4. Synergy scores: CSS=68.7, Synergy_ZIP=-3.30, Synergy_Bliss=-3.00, Synergy_Loewe=-2.64, Synergy_HSA=1.23. (3) Drug 1: CCCCC(=O)OCC(=O)C1(CC(C2=C(C1)C(=C3C(=C2O)C(=O)C4=C(C3=O)C=CC=C4OC)O)OC5CC(C(C(O5)C)O)NC(=O)C(F)(F)F)O. Drug 2: C1=NNC2=C1C(=O)NC=N2. Cell line: HCC-2998. Synergy scores: CSS=57.0, Synergy_ZIP=-2.61, Synergy_Bliss=-4.90, Synergy_Loewe=-16.2, Synergy_HSA=-2.90. (4) Drug 1: C1CC(=O)NC(=O)C1N2CC3=C(C2=O)C=CC=C3N. Drug 2: C1CC(C1)(C(=O)O)C(=O)O.[NH2-].[NH2-].[Pt+2]. Cell line: NCI-H226. Synergy scores: CSS=19.2, Synergy_ZIP=-5.29, Synergy_Bliss=-2.28, Synergy_Loewe=-2.11, Synergy_HSA=-0.209. (5) Drug 1: CC1=C2C(C(=O)C3(C(CC4C(C3C(C(C2(C)C)(CC1OC(=O)C(C(C5=CC=CC=C5)NC(=O)OC(C)(C)C)O)O)OC(=O)C6=CC=CC=C6)(CO4)OC(=O)C)OC)C)OC. Drug 2: C1CCC(CC1)NC(=O)N(CCCl)N=O. Cell line: NCIH23. Synergy scores: CSS=39.2, Synergy_ZIP=-5.13, Synergy_Bliss=-3.75, Synergy_Loewe=-15.5, Synergy_HSA=-0.267.